This data is from Reaction yield outcomes from USPTO patents with 853,638 reactions. The task is: Predict the reaction yield, written as a fraction of the theoretical maximum amount of product (1.0 means a 100% yield; for example, 0.34 means a 34% yield). (1) The yield is 0.560. The reactants are [C:1]([C:3]1[CH:8]=[CH:7][CH:6]=[CH:5][C:4]=1[C:9]1[CH:14]=[CH:13][C:12]([CH2:15][CH:16]([C:22](=O)[CH2:23][CH2:24][CH3:25])[C:17](OCC)=[O:18])=[C:11]([F:27])[CH:10]=1)#[N:2].[CH3:28][C:29]1([CH3:42])[CH2:34][CH:33]([NH:35][C:36]2[NH:40][C:39]([CH3:41])=[N:38][N:37]=2)[CH2:32][CH2:31][O:30]1. The product is [CH3:28][C:29]1([CH3:42])[CH2:34][CH:33]([N:35]2[C:17](=[O:18])[C:16]([CH2:15][C:12]3[CH:13]=[CH:14][C:9]([C:4]4[C:3]([C:1]#[N:2])=[CH:8][CH:7]=[CH:6][CH:5]=4)=[CH:10][C:11]=3[F:27])=[C:22]([CH2:23][CH2:24][CH3:25])[N:37]3[N:38]=[C:39]([CH3:41])[N:40]=[C:36]23)[CH2:32][CH2:31][O:30]1. No catalyst specified. (2) The reactants are Cl[C:2]1[N:7]=[CH:6][C:5]([S:8]([NH:11][C:12]2[S:13][CH:14]=[CH:15][N:16]=2)(=[O:10])=[O:9])=[CH:4][CH:3]=1.[OH-].[NH4+:18]. The product is [NH2:18][C:2]1[N:7]=[CH:6][C:5]([S:8]([NH:11][C:12]2[S:13][CH:14]=[CH:15][N:16]=2)(=[O:10])=[O:9])=[CH:4][CH:3]=1. The catalyst is C(O)C. The yield is 0.220. (3) The product is [N+:22]([C:17]1[CH:18]=[CH:19][CH:20]=[CH:21][C:16]=1[C:13]1[S:12][C:11]([N:25]2[CH2:30][CH2:29][O:28][CH2:27][CH2:26]2)=[N:15][N:14]=1)([O-:24])=[O:23]. The reactants are CCN(C(C)C)C(C)C.Br[C:11]1[S:12][C:13]([C:16]2[CH:21]=[CH:20][CH:19]=[CH:18][C:17]=2[N+:22]([O-:24])=[O:23])=[N:14][N:15]=1.[NH:25]1[CH2:30][CH2:29][O:28][CH2:27][CH2:26]1.O. The yield is 0.850. The catalyst is CN(C=O)C. (4) The product is [CH2:1]([NH:8][S:9]([C:12]1[CH:13]=[CH:14][C:15]([NH:18][C:19]([NH:21][C:22]2[CH:27]=[CH:26][CH:25]=[C:24]([C:28]([N:37]3[CH2:38][CH2:39][N:34]([CH2:30][CH2:31][CH2:32][CH3:33])[CH2:35][CH2:36]3)=[NH:29])[CH:23]=2)=[O:20])=[CH:16][CH:17]=1)(=[O:10])=[O:11])[C:2]1[CH:7]=[CH:6][CH:5]=[CH:4][CH:3]=1. No catalyst specified. The yield is 0.0600. The reactants are [CH2:1]([NH:8][S:9]([C:12]1[CH:17]=[CH:16][C:15]([NH:18][C:19]([NH:21][C:22]2[CH:27]=[CH:26][CH:25]=[C:24]([C:28]#[N:29])[CH:23]=2)=[O:20])=[CH:14][CH:13]=1)(=[O:11])=[O:10])[C:2]1[CH:7]=[CH:6][CH:5]=[CH:4][CH:3]=1.[CH2:30]([N:34]1[CH2:39][CH2:38][NH:37][CH2:36][CH2:35]1)[CH2:31][CH2:32][CH3:33]. (5) The reactants are C[O:2][C:3](=[O:22])[CH:4]([C:11]1[CH:16]=[CH:15][C:14]([S:17]([CH3:20])(=[O:19])=[O:18])=[C:13]([Br:21])[CH:12]=1)[CH2:5][CH:6]1[CH2:10][CH2:9][CH2:8][CH2:7]1.[OH-].[Li+]. The catalyst is CO.O. The product is [Br:21][C:13]1[CH:12]=[C:11]([CH:4]([CH2:5][CH:6]2[CH2:10][CH2:9][CH2:8][CH2:7]2)[C:3]([OH:22])=[O:2])[CH:16]=[CH:15][C:14]=1[S:17]([CH3:20])(=[O:19])=[O:18]. The yield is 0.990. (6) The reactants are [C:1]([O:9][C@@H:10]1[C@H:14]([CH2:15][O:16][C:17](=[O:24])[C:18]2[CH:23]=[CH:22][CH:21]=[CH:20][CH:19]=2)[O:13][C@H:12]([N:25]2[CH:32]=[CH:31][C:29](=[O:30])[NH:28][C:26]2=[O:27])[C@H:11]1[OH:33])(=[O:8])[C:2]1[CH:7]=[CH:6][CH:5]=[CH:4][CH:3]=1.C1(N=C=NC2CCCCC2)CCCCC1.ClC(Cl)C(O)=O.C(O)(=O)C(O)=O.[BH4-].[Na+]. The catalyst is C(OCC)(=O)C.CO.N1C=CC=CC=1.C1C=CC=CC=1.CS(C)=O. The product is [C:1]([O:9][C@H:10]1[C@H:14]([CH2:15][O:16][C:17](=[O:24])[C:18]2[CH:23]=[CH:22][CH:21]=[CH:20][CH:19]=2)[O:13][C@H:12]([N:25]2[CH:32]=[CH:31][C:29](=[O:30])[NH:28][C:26]2=[O:27])[C@@H:11]1[OH:33])(=[O:8])[C:2]1[CH:7]=[CH:6][CH:5]=[CH:4][CH:3]=1. The yield is 0.660.